Dataset: Full USPTO retrosynthesis dataset with 1.9M reactions from patents (1976-2016). Task: Predict the reactants needed to synthesize the given product. (1) Given the product [CH2:15]([C:19]1[N:20]=[C:21]([NH:34][CH2:35][C:36]2[CH:41]=[CH:40][C:39]([O:42][CH3:43])=[CH:38][C:37]=2[O:44][CH3:45])[C:22]2[NH:27][N:26]=[C:25]([CH2:28][CH2:29][CH2:30][CH2:31][CH2:32][N:12]3[CH2:13][CH2:14][C@H:10]([F:9])[CH2:11]3)[C:23]=2[N:24]=1)[CH2:16][CH2:17][CH3:18], predict the reactants needed to synthesize it. The reactants are: C(N(CC)CC)C.Cl.[F:9][C@H:10]1[CH2:14][CH2:13][NH:12][CH2:11]1.[CH2:15]([C:19]1[N:20]=[C:21]([NH:34][CH2:35][C:36]2[CH:41]=[CH:40][C:39]([O:42][CH3:43])=[CH:38][C:37]=2[O:44][CH3:45])[C:22]2[NH:27][N:26]=[C:25]([C:28]#[C:29][CH2:30][CH2:31][CH2:32]Cl)[C:23]=2[N:24]=1)[CH2:16][CH2:17][CH3:18]. (2) Given the product [Cl:22][C:23]1[C:28]([O:29][C:2]2[N:7]=[C:6]([O:8][CH3:9])[N:5]=[C:4]([NH:10][C:11]3[CH:16]=[CH:15][C:14]([N:17]4[CH:21]=[CH:20][N:19]=[CH:18]4)=[CH:13][CH:12]=3)[N:3]=2)=[CH:27][CH:26]=[CH:25][N:24]=1, predict the reactants needed to synthesize it. The reactants are: Cl[C:2]1[N:7]=[C:6]([O:8][CH3:9])[N:5]=[C:4]([NH:10][C:11]2[CH:16]=[CH:15][C:14]([N:17]3[CH:21]=[CH:20][N:19]=[CH:18]3)=[CH:13][CH:12]=2)[N:3]=1.[Cl:22][C:23]1[C:28]([OH:29])=[CH:27][CH:26]=[CH:25][N:24]=1.